From a dataset of TCR-epitope binding with 47,182 pairs between 192 epitopes and 23,139 TCRs. Binary Classification. Given a T-cell receptor sequence (or CDR3 region) and an epitope sequence, predict whether binding occurs between them. (1) The epitope is TSNQVAVLY. The TCR CDR3 sequence is CASSQGSLHPGQGTNEKLFF. Result: 0 (the TCR does not bind to the epitope). (2) The TCR CDR3 sequence is CASSDPVRGLEQYF. Result: 0 (the TCR does not bind to the epitope). The epitope is VTIAEILLI. (3) The epitope is GTSGSPIVNR. The TCR CDR3 sequence is CASSIGPDNEQFF. Result: 1 (the TCR binds to the epitope). (4) The epitope is NQKLIANQF. The TCR CDR3 sequence is CASRRLDLNTEAFF. Result: 0 (the TCR does not bind to the epitope).